This data is from Full USPTO retrosynthesis dataset with 1.9M reactions from patents (1976-2016). The task is: Predict the reactants needed to synthesize the given product. Given the product [C:27]([O:11][C@@H:10]([C@@H:9]([N:8]([CH2:1][C:2]1[CH:3]=[CH:4][CH:5]=[CH:6][CH:7]=1)[CH2:15][C:16]1[CH:17]=[CH:18][CH:19]=[CH:20][CH:21]=1)[CH2:12][CH2:13][CH3:14])[C:26]([NH:25][CH:22]1[CH2:24][CH2:23]1)=[O:32])(=[O:29])[CH3:28], predict the reactants needed to synthesize it. The reactants are: [CH2:1]([N:8]([CH2:15][C:16]1[CH:21]=[CH:20][CH:19]=[CH:18][CH:17]=1)[C@@H:9]([CH2:12][CH2:13][CH3:14])[CH:10]=[O:11])[C:2]1[CH:7]=[CH:6][CH:5]=[CH:4][CH:3]=1.[CH:22]1([N+:25]#[C-:26])[CH2:24][CH2:23]1.[C:27](O)(=[O:29])[CH3:28].C(=O)(O)[O-:32].[Na+].